Dataset: Catalyst prediction with 721,799 reactions and 888 catalyst types from USPTO. Task: Predict which catalyst facilitates the given reaction. Reactant: [F:1][C:2]1[CH:3]=[C:4]([NH:10][C:11]2[C:16]([C:17]3[N:22]=[C:21]([CH3:23])[N:20]=[C:19]([N:24](CC4C=CC(OC)=CC=4)CC4C=CC(OC)=CC=4)[N:18]=3)=[CH:15][C:14]([CH:43]([C:45]3[CH:50]=[CH:49][C:48]([S:51]([CH3:54])(=[O:53])=[O:52])=[CH:47][CH:46]=3)[CH3:44])=[CH:13][N:12]=2)[CH:5]=[N:6][C:7]=1[O:8][CH3:9]. Product: [F:1][C:2]1[CH:3]=[C:4]([NH:10][C:11]2[C:16]([C:17]3[N:22]=[C:21]([CH3:23])[N:20]=[C:19]([NH2:24])[N:18]=3)=[CH:15][C:14]([CH:43]([C:45]3[CH:50]=[CH:49][C:48]([S:51]([CH3:54])(=[O:52])=[O:53])=[CH:47][CH:46]=3)[CH3:44])=[CH:13][N:12]=2)[CH:5]=[N:6][C:7]=1[O:8][CH3:9]. The catalyst class is: 55.